The task is: Predict which catalyst facilitates the given reaction.. This data is from Catalyst prediction with 721,799 reactions and 888 catalyst types from USPTO. (1) Reactant: N12CCCN=C1CCCCC2.C(OC([N:19]1[C:27]2[CH:26]=[CH:25][N:24]=[CH:23][C:22]=2[CH:21]=[C:20]1[CH2:28][N:29]1[CH2:34][CH2:33][N:32]([CH2:35][C:36]#[C:37][C:38]2[CH:39]=[N:40][CH:41]=[CH:42][C:43]=2[NH:44]C(OC(C)(C)C)=O)[CH2:31][C:30]1=[O:52])=O)(C)(C)C. Product: [NH:19]1[C:27]2[CH:26]=[CH:25][N:24]=[CH:23][C:22]=2[CH:21]=[C:20]1[CH2:28][N:29]1[CH2:34][CH2:33][N:32]([CH2:35][C:36]2[NH:44][C:43]3[CH:42]=[CH:41][N:40]=[CH:39][C:38]=3[CH:37]=2)[CH2:31][C:30]1=[O:52]. The catalyst class is: 23. (2) Reactant: O=C1CCC(=O)N1[O:8][C:9](=O)[CH2:10][C@H:11]([NH:13][C:14](=[O:33])[C:15]1[CH:20]=[CH:19][C:18]([C:21]2[C:22]([C:27]3[CH:32]=[CH:31][CH:30]=[CH:29][CH:28]=3)=[N:23][O:24][C:25]=2[CH3:26])=[CH:17][CH:16]=1)[CH3:12].[BH4-].[Na+].[Cl-].[NH4+]. Product: [OH:8][CH2:9][CH2:10][C@H:11]([NH:13][C:14](=[O:33])[C:15]1[CH:16]=[CH:17][C:18]([C:21]2[C:22]([C:27]3[CH:32]=[CH:31][CH:30]=[CH:29][CH:28]=3)=[N:23][O:24][C:25]=2[CH3:26])=[CH:19][CH:20]=1)[CH3:12]. The catalyst class is: 1. (3) Reactant: C(OC(=O)[NH:7][CH2:8][CH2:9][CH:10]([NH:17][C:18]1[CH:23]=[CH:22][CH:21]=[C:20]([C:24]2[C:32]3[C:27](=[N:28][C:29]([NH:33][CH2:34][CH2:35][N:36]4[CH2:41][CH2:40][O:39][CH2:38][CH2:37]4)=[N:30][CH:31]=3)[N:26](COCC[Si](C)(C)C)[N:25]=2)[N:19]=1)[C:11]1[CH:16]=[CH:15][CH:14]=[CH:13][CH:12]=1)(C)(C)C. Product: [N:36]1([CH2:35][CH2:34][NH:33][C:29]2[N:28]=[C:27]3[NH:26][N:25]=[C:24]([C:20]4[N:19]=[C:18]([NH:17][CH:10]([C:11]5[CH:12]=[CH:13][CH:14]=[CH:15][CH:16]=5)[CH2:9][CH2:8][NH2:7])[CH:23]=[CH:22][CH:21]=4)[C:32]3=[CH:31][N:30]=2)[CH2:41][CH2:40][O:39][CH2:38][CH2:37]1. The catalyst class is: 67. (4) The catalyst class is: 26. Reactant: [CH3:1][C:2]1[C:6]([C:7]2[C:8]([O:31][CH3:32])=[CH:9][C:10]3[C:11]4[N:21]([C@@H:22]([C:24]5[CH:29]=[CH:28][CH:27]=[CH:26][CH:25]=5)[CH3:23])[C:20](=[O:30])N[C:12]=4[C:13]([CH:17]=O)=[N:14][C:15]=3[CH:16]=2)=[C:5]([CH3:33])[O:4][N:3]=1.[CH3:34][NH:35][CH3:36].[BH-](OC(C)=O)(OC(C)=O)[O:38]C(C)=O.[Na+]. Product: [CH3:34][N:35]([CH2:17][C:13]1[C:12]2[O:30][C:20](=[O:38])[N:21]([C@@H:22]([C:24]3[CH:29]=[CH:28][CH:27]=[CH:26][CH:25]=3)[CH3:23])[C:11]=2[C:10]2[CH:9]=[C:8]([O:31][CH3:32])[C:7]([C:6]3[C:2]([CH3:1])=[N:3][O:4][C:5]=3[CH3:33])=[CH:16][C:15]=2[N:14]=1)[CH3:36]. (5) Reactant: [N+:1](/[CH:4]=[CH:5]/[C:6]1[S:7][CH:8]=[CH:9][N:10]=1)([O-:3])=[O:2].C(O)(C(F)(F)F)=O.[CH3:18][O:19][CH2:20][CH2:21][N:22]([CH2:28]OC)[CH2:23][Si](C)(C)C.[OH-].[Na+]. Product: [CH3:18][O:19][CH2:20][CH2:21][N:22]1[CH2:28][C@@H:4]([N+:1]([O-:3])=[O:2])[C@H:5]([C:6]2[S:7][CH:8]=[CH:9][N:10]=2)[CH2:23]1. The catalyst class is: 2. (6) Reactant: [H-].[Na+].[CH:3]1([S:6]([NH2:9])(=[O:8])=[O:7])[CH2:5][CH2:4]1.[CH3:10][C:11]1([CH3:36])[C:20]2[N:19]=[C:18]([C:21](O)=[O:22])[CH:17]=[CH:16][C:15]=2[NH:14][CH:13]([C:24]2[CH:29]=[CH:28][CH:27]=[C:26]([N:30]3[CH2:35][CH2:34][O:33][CH2:32][CH2:31]3)[CH:25]=2)[CH2:12]1.C(N1C=CN=C1)(N1C=CN=C1)=O. The catalyst class is: 35. Product: [CH3:10][C:11]1([CH3:36])[C:20]2[N:19]=[C:18]([C:21]([NH:9][S:6]([CH:3]3[CH2:5][CH2:4]3)(=[O:8])=[O:7])=[O:22])[CH:17]=[CH:16][C:15]=2[NH:14][CH:13]([C:24]2[CH:29]=[CH:28][CH:27]=[C:26]([N:30]3[CH2:35][CH2:34][O:33][CH2:32][CH2:31]3)[CH:25]=2)[CH2:12]1. (7) Reactant: [CH:1]1[C:9]2[C:8]3[CH:10]=[CH:11][CH:12]=[CH:13][C:7]=3[O:6][C:5]=2[CH:4]=[CH:3][C:2]=1[CH2:14][NH:15]S(C(C)(C)C)=O.Cl.O1CCOCC1. Product: [CH:1]1[C:9]2[C:8]3[CH:10]=[CH:11][CH:12]=[CH:13][C:7]=3[O:6][C:5]=2[CH:4]=[CH:3][C:2]=1[CH2:14][NH2:15]. The catalyst class is: 5. (8) Reactant: [F:1][C:2]1[CH:3]=[C:4]2[C:8](=[CH:9][CH:10]=1)[NH:7][N:6]=[C:5]2[CH2:11][C:12]([O:14][CH2:15][CH3:16])=[O:13].C(=O)([O-])[O-].[Cs+].[Cs+].[N+:23]([C:26]1[CH:33]=[CH:32][C:29]([CH2:30]Br)=[CH:28][CH:27]=1)([O-:25])=[O:24]. Product: [F:1][C:2]1[CH:3]=[C:4]2[C:8](=[CH:9][CH:10]=1)[N:7]([CH2:30][C:29]1[CH:32]=[CH:33][C:26]([N+:23]([O-:25])=[O:24])=[CH:27][CH:28]=1)[N:6]=[C:5]2[CH2:11][C:12]([O:14][CH2:15][CH3:16])=[O:13]. The catalyst class is: 7. (9) Reactant: [F:1][C@H:2]1[C@@H:7]([O:8][C:9]2[CH:16]=[CH:15][C:14]([C:17]3[N:22]=[C:21]([NH:23][C:24]4[CH:29]=[CH:28][C:27]([N:30]5[CH2:35][CH2:34][N:33]([CH:36]6[CH2:39][O:38][CH2:37]6)[CH2:32][CH2:31]5)=[CH:26][CH:25]=4)[N:20]=[CH:19][N:18]=3)=[CH:13][C:10]=2[C:11]#[N:12])[CH2:6][CH2:5][NH:4][CH2:3]1.C(N(CC)C(C)C)(C)C.CN(C(ON1N=NC2C=CC=NC1=2)=[N+](C)C)C.F[P-](F)(F)(F)(F)F.[Cl:73][C:74]1[CH:78]=[C:77]([C:79](O)=[O:80])[NH:76][N:75]=1. Product: [Cl:73][C:74]1[CH:78]=[C:77]([C:79]([N:4]2[CH2:5][CH2:6][C@H:7]([O:8][C:9]3[CH:16]=[CH:15][C:14]([C:17]4[N:22]=[C:21]([NH:23][C:24]5[CH:29]=[CH:28][C:27]([N:30]6[CH2:31][CH2:32][N:33]([CH:36]7[CH2:39][O:38][CH2:37]7)[CH2:34][CH2:35]6)=[CH:26][CH:25]=5)[N:20]=[CH:19][N:18]=4)=[CH:13][C:10]=3[C:11]#[N:12])[C@H:2]([F:1])[CH2:3]2)=[O:80])[NH:76][N:75]=1. The catalyst class is: 139.